From a dataset of NCI-60 drug combinations with 297,098 pairs across 59 cell lines. Regression. Given two drug SMILES strings and cell line genomic features, predict the synergy score measuring deviation from expected non-interaction effect. Drug 1: COC1=CC(=CC(=C1O)OC)C2C3C(COC3=O)C(C4=CC5=C(C=C24)OCO5)OC6C(C(C7C(O6)COC(O7)C8=CC=CS8)O)O. Drug 2: CC1C(C(CC(O1)OC2CC(CC3=C2C(=C4C(=C3O)C(=O)C5=CC=CC=C5C4=O)O)(C(=O)C)O)N)O. Cell line: SW-620. Synergy scores: CSS=42.9, Synergy_ZIP=-6.61, Synergy_Bliss=-11.2, Synergy_Loewe=-6.92, Synergy_HSA=-5.25.